This data is from Full USPTO retrosynthesis dataset with 1.9M reactions from patents (1976-2016). The task is: Predict the reactants needed to synthesize the given product. (1) Given the product [Br:24][C:25]1[CH:30]=[CH:29][C:28]([O:17][C@H:15]([CH3:16])[CH2:14][CH2:13][O:12][C:9]2[CH:10]=[CH:11][C:6]([CH2:5][CH2:4][C:3]([OH:2])=[O:23])=[C:7]([CH3:22])[CH:8]=2)=[C:27]([O:32][C:33]([F:34])([F:35])[F:36])[CH:26]=1, predict the reactants needed to synthesize it. The reactants are: C[O:2][C:3](=[O:23])[CH2:4][CH2:5][C:6]1[CH:11]=[CH:10][C:9]([O:12][CH2:13][CH2:14][C@@H:15]([O:17]S(C)(=O)=O)[CH3:16])=[CH:8][C:7]=1[CH3:22].[Br:24][C:25]1[CH:30]=[CH:29][C:28](O)=[C:27]([O:32][C:33]([F:36])([F:35])[F:34])[CH:26]=1. (2) Given the product [C:1]1([O:7][P:8]([CH2:17][C:18]([CH3:41])=[CH:19][CH2:20][C:21]2[C:22]([O:34][CH2:35][CH2:36][Si:37]([CH3:40])([CH3:38])[CH3:39])=[C:23]3[C:27](=[C:28]([CH3:32])[C:29]=2[O:30][CH3:31])[CH2:26][O:25][C:24]3=[O:33])(=[O:9])[OH:16])[CH:2]=[CH:3][CH:4]=[CH:5][CH:6]=1, predict the reactants needed to synthesize it. The reactants are: [C:1]1([O:7][P:8]([CH2:17][C:18]([CH3:41])=[CH:19][CH2:20][C:21]2[C:22]([O:34][CH2:35][CH2:36][Si:37]([CH3:40])([CH3:39])[CH3:38])=[C:23]3[C:27](=[C:28]([CH3:32])[C:29]=2[O:30][CH3:31])[CH2:26][O:25][C:24]3=[O:33])(=[O:16])[O:9]C2C=CC=CC=2)[CH:6]=[CH:5][CH:4]=[CH:3][CH:2]=1.[OH-].[Na+].CCOC(C)=O. (3) The reactants are: [H-].[Na+].[CH3:3][NH:4][CH2:5][C:6]1[CH:11]=[CH:10][CH:9]=[CH:8][CH:7]=1.CC1C=CC(S(OC[C@@H:24]2[O:26][CH2:25]2)(=O)=O)=CC=1.O1CCC[CH2:28]1. Given the product [CH2:5]([N:4]([CH3:28])[CH2:3][C@H:25]1[CH2:24][O:26]1)[C:6]1[CH:11]=[CH:10][CH:9]=[CH:8][CH:7]=1, predict the reactants needed to synthesize it. (4) Given the product [CH3:28][O:29][N:30]([CH3:31])[C:12]([CH:10]1[CH2:9][N:8]([C:6]([O:5][C:1]([CH3:2])([CH3:3])[CH3:4])=[O:7])[CH2:11]1)=[O:14], predict the reactants needed to synthesize it. The reactants are: [C:1]([O:5][C:6]([N:8]1[CH2:11][CH:10]([C:12]([OH:14])=O)[CH2:9]1)=[O:7])([CH3:4])([CH3:3])[CH3:2].C1N=CN(C(N2C=NC=C2)=O)C=1.[Cl-].[CH3:28][O:29][NH2+:30][CH3:31].C(N(C(C)C)CC)(C)C. (5) Given the product [C:12]([O:11][CH2:10][C@@H:7]1[O:6][C@@H:5]([C:3]([OH:4])=[O:2])[CH2:9][O:8]1)(=[O:19])[C:13]1[CH:18]=[CH:17][CH:16]=[CH:15][CH:14]=1, predict the reactants needed to synthesize it. The reactants are: C[O:2][C:3]([C@H:5]1[CH2:9][O:8][CH:7]([CH2:10][O:11][C:12](=[O:19])[C:13]2[CH:18]=[CH:17][CH:16]=[CH:15][CH:14]=2)[O:6]1)=[O:4].C1COCC1.[OH-].[Li+]. (6) The reactants are: [Br:1][C:2]1[CH:11]=[C:10]2[C:5]([CH2:6][CH2:7][CH2:8][C:9]2=[O:12])=[C:4]([OH:13])[CH:3]=1.C(=O)([O-])[O-].[Cs+].[Cs+].Br[CH2:21][C:22]([O:24][C:25]([CH3:28])([CH3:27])[CH3:26])=[O:23]. Given the product [C:25]([O:24][C:22](=[O:23])[CH2:21][O:13][C:4]1[C:5]2[CH2:6][CH2:7][CH2:8][C:9](=[O:12])[C:10]=2[CH:11]=[C:2]([Br:1])[CH:3]=1)([CH3:28])([CH3:27])[CH3:26], predict the reactants needed to synthesize it. (7) Given the product [ClH:11].[CH3:9][O:10][C:3]([C@H:4]1[CH2:7][C@@H:1]([NH2:2])[CH:6]=[CH:5]1)=[O:8], predict the reactants needed to synthesize it. The reactants are: [CH:1]12[CH2:7][CH:4]([CH:5]=[CH:6]1)[C:3](=[O:8])[NH:2]2.[CH3:9][OH:10].[ClH:11].